This data is from Reaction yield outcomes from USPTO patents with 853,638 reactions. The task is: Predict the reaction yield, written as a fraction of the theoretical maximum amount of product (1.0 means a 100% yield; for example, 0.34 means a 34% yield). The reactants are [CH:1]1([C:7]2[C:15]3[C:10](=[CH:11][C:12]([C:16]([O:18][CH3:19])=[O:17])=[CH:13][CH:14]=3)[NH:9][C:8]=2[C:20]2[CH:25]=[CH:24][C:23]([O:26]S(C3C=CC(C)=CC=3)(=O)=O)=[CH:22][C:21]=2[O:37][CH2:38][O:39][CH3:40])[CH2:6][CH2:5][CH2:4][CH2:3][CH2:2]1.C[O-].[Na+].Cl. The catalyst is CO. The product is [CH:1]1([C:7]2[C:15]3[C:10](=[CH:11][C:12]([C:16]([O:18][CH3:19])=[O:17])=[CH:13][CH:14]=3)[NH:9][C:8]=2[C:20]2[CH:25]=[CH:24][C:23]([OH:26])=[CH:22][C:21]=2[O:37][CH2:38][O:39][CH3:40])[CH2:6][CH2:5][CH2:4][CH2:3][CH2:2]1. The yield is 0.490.